Dataset: Reaction yield outcomes from USPTO patents with 853,638 reactions. Task: Predict the reaction yield, written as a fraction of the theoretical maximum amount of product (1.0 means a 100% yield; for example, 0.34 means a 34% yield). (1) The reactants are [OH:1][C@H:2]1[C@@:7]([OH:9])([CH3:8])[C@@H:6]([CH3:10])[CH2:5][C@@H:4]([C:11]2[CH:16]=[CH:15][N:14]=[CH:13][C:12]=2[NH:17][C:18]([C:20]2[N:25]=[C:24]([C:26]3[C:31]([F:32])=[CH:30][C:29]([C:33]4[CH2:38][CH2:37][N:36](C(OCC5C=CC=CC=5)=O)[CH2:35][CH:34]=4)=[CH:28][C:27]=3[F:49])[C:23]([F:50])=[CH:22][CH:21]=2)=[O:19])[CH2:3]1.[CH3:51][CH2:52]O. The catalyst is [Pd]. The product is [OH:1][C@H:2]1[C@@:7]([OH:9])([CH3:8])[C@@H:6]([CH3:10])[CH2:5][C@@H:4]([C:11]2[CH:16]=[CH:15][N:14]=[CH:13][C:12]=2[NH:17][C:18](=[O:19])[C:20]2[CH:21]=[CH:22][C:23]([F:50])=[C:24]([C:26]3[C:31]([F:32])=[CH:30][C:29]([CH:33]4[CH2:34][CH2:35][N:36]([CH2:51][CH3:52])[CH2:37][CH2:38]4)=[CH:28][C:27]=3[F:49])[N:25]=2)[CH2:3]1. The yield is 0.910. (2) The reactants are [C:1]([NH:9][C:10]1[C:11]([F:20])=[C:12]([CH:17]=[CH:18][CH:19]=1)[C:13]([O:15][CH3:16])=[O:14])(=[O:8])[C:2]1[CH:7]=[CH:6][CH:5]=[CH:4][CH:3]=1.S(OC)(O[CH3:25])(=O)=O.[OH-].[K+]. The catalyst is C(#N)C. The product is [F:20][C:11]1[C:10]([N:9]([CH3:25])[C:1](=[O:8])[C:2]2[CH:3]=[CH:4][CH:5]=[CH:6][CH:7]=2)=[CH:19][CH:18]=[CH:17][C:12]=1[C:13]([O:15][CH3:16])=[O:14]. The yield is 0.870. (3) The reactants are Cl.[C:2]1([C:8]2[CH2:9][CH2:10][NH:11][CH2:12][CH:13]=2)[CH:7]=[CH:6][CH:5]=[CH:4][CH:3]=1.C(N(C(C)C)C(C)C)C.Cl[C:24]1[N:25]=[C:26]([S:32][CH3:33])[N:27]=[N:28][C:29]=1[C:30]#[N:31]. The catalyst is O1CCOCC1. The product is [CH3:33][S:32][C:26]1[N:27]=[N:28][C:29]([C:30]#[N:31])=[C:24]([N:11]2[CH2:10][CH:9]=[C:8]([C:2]3[CH:7]=[CH:6][CH:5]=[CH:4][CH:3]=3)[CH2:13][CH2:12]2)[N:25]=1. The yield is 0.645. (4) The reactants are [CH2:1]([O:3][C:4]([C:6]1[CH:7]=[C:8]2[C:13](=[CH:14][CH:15]=1)[NH:12][CH:11]([C:16]1[CH:21]=[CH:20][CH:19]=[C:18](Br)[CH:17]=1)[C:10]([CH3:24])([CH3:23])[CH2:9]2)=[O:5])[CH3:2].[CH3:25][N:26]1[CH2:31][CH2:30][NH:29][CH2:28][CH2:27]1.Cl.CN(C)CC(O)=O.C(=O)([O-])[O-].[K+].[K+]. The catalyst is CS(C)=O.[Cu]I. The product is [CH2:1]([O:3][C:4]([C:6]1[CH:7]=[C:8]2[C:13](=[CH:14][CH:15]=1)[NH:12][CH:11]([C:16]1[CH:21]=[CH:20][CH:19]=[C:18]([N:29]3[CH2:30][CH2:31][N:26]([CH3:25])[CH2:27][CH2:28]3)[CH:17]=1)[C:10]([CH3:24])([CH3:23])[CH2:9]2)=[O:5])[CH3:2]. The yield is 0.800. (5) The reactants are [NH2:1][C:2]1[N:11]=[CH:10][C:9]2[C:8](SC)=[N:7][CH:6]=[N:5][C:4]=2[CH:3]=1.[Br:14][C:15]1[CH:16]=[C:17]([CH:20]=[CH:21][CH:22]=1)[CH2:18][NH2:19]. No catalyst specified. The product is [NH2:1][C:2]1[N:11]=[CH:10][C:9]2[C:8]([NH:19][CH2:18][C:17]3[CH:20]=[CH:21][CH:22]=[C:15]([Br:14])[CH:16]=3)=[N:7][CH:6]=[N:5][C:4]=2[CH:3]=1. The yield is 0.520.